Dataset: Reaction yield outcomes from USPTO patents with 853,638 reactions. Task: Predict the reaction yield, written as a fraction of the theoretical maximum amount of product (1.0 means a 100% yield; for example, 0.34 means a 34% yield). (1) The reactants are [Cl:1][C:2]1[C:3]([CH3:10])=[C:4]([CH:7]=[CH:8][CH:9]=1)[CH:5]=O.C1(P(C2C=CC=CC=2)(C2C=CC=CC=2)=[CH:18][C:19]([O-:21])=[O:20])C=CC=CC=1.[CH3:34]O. No catalyst specified. The product is [Cl:1][C:2]1[C:3]([CH3:10])=[C:4](/[CH:5]=[CH:18]/[C:19]([O:21][CH3:34])=[O:20])[CH:7]=[CH:8][CH:9]=1. The yield is 0.240. (2) The reactants are [Cl:1][C:2]1[CH:37]=[CH:36][C:5]([CH2:6][N:7]2[C:12](=[N:13][C:14]3[CH:19]=[CH:18][C:17]([O:20][CH:21]([CH3:23])[CH3:22])=[C:16]([F:24])[CH:15]=3)[NH:11][C:10](=[O:25])[N:9]([CH2:26][C:27]3[CH:28]=[N:29][C:30]([O:33]C)=[CH:31][CH:32]=3)[C:8]2=[O:35])=[CH:4][CH:3]=1.[I-].[Na+].C(#N)C.Cl[Si](C)(C)C. The catalyst is O. The product is [Cl:1][C:2]1[CH:3]=[CH:4][C:5]([CH2:6][N:7]2[C:12](=[N:13][C:14]3[CH:19]=[CH:18][C:17]([O:20][CH:21]([CH3:23])[CH3:22])=[C:16]([F:24])[CH:15]=3)[NH:11][C:10](=[O:25])[N:9]([CH2:26][C:27]3[CH:32]=[CH:31][C:30](=[O:33])[NH:29][CH:28]=3)[C:8]2=[O:35])=[CH:36][CH:37]=1. The yield is 0.990.